This data is from Forward reaction prediction with 1.9M reactions from USPTO patents (1976-2016). The task is: Predict the product of the given reaction. (1) Given the reactants [Br:1][C:2]1[CH:9]=[C:8]([OH:10])[C:7]([O:11][CH3:12])=[CH:6][C:3]=1[CH:4]=[O:5].C1N2CN3CN(C2)CN1C3.C[C:24](O)=[O:25], predict the reaction product. The product is: [Br:1][C:2]1[C:9]([CH:24]=[O:25])=[C:8]([OH:10])[C:7]([O:11][CH3:12])=[CH:6][C:3]=1[CH:4]=[O:5]. (2) Given the reactants [Br:1][C:2]1[NH:3][C:4]2[C:9]([C:10]=1[CH:11]=[O:12])=[CH:8][C:7]([O:13][CH3:14])=[CH:6][CH:5]=2.[H-].[Na+].Cl[CH2:18][CH2:19][CH2:20][C:21]#[N:22].[Na+].[Cl-], predict the reaction product. The product is: [Br:1][C:2]1[N:3]([CH2:18][CH2:19][CH2:20][C:21]#[N:22])[C:4]2[C:9]([C:10]=1[CH:11]=[O:12])=[CH:8][C:7]([O:13][CH3:14])=[CH:6][CH:5]=2. (3) Given the reactants C[O:2][C:3](=[O:30])[C:4]1[CH:9]=[CH:8][C:7]([C:10]2[N:15]=[C:14]3[N:16]([CH2:19][C:20]4[C:25]([F:26])=[CH:24][CH:23]=[C:22]([F:27])[C:21]=4[Cl:28])[N:17]=[N:18][C:13]3=[CH:12][CH:11]=2)=[CH:6][C:5]=1[F:29].[OH-].[Na+].Cl, predict the reaction product. The product is: [Cl:28][C:21]1[C:22]([F:27])=[CH:23][CH:24]=[C:25]([F:26])[C:20]=1[CH2:19][N:16]1[C:14]2=[N:15][C:10]([C:7]3[CH:8]=[CH:9][C:4]([C:3]([OH:30])=[O:2])=[C:5]([F:29])[CH:6]=3)=[CH:11][CH:12]=[C:13]2[N:18]=[N:17]1. (4) Given the reactants [N:1]([CH2:4][C:5]1[CH:10]=[CH:9][C:8]([CH2:11][OH:12])=[CH:7][CH:6]=1)=[N+]=[N-].C1C=CC(P(C2C=CC=CC=2)C2C=CC=CC=2)=CC=1.O, predict the reaction product. The product is: [NH2:1][CH2:4][C:5]1[CH:10]=[CH:9][C:8]([CH2:11][OH:12])=[CH:7][CH:6]=1. (5) Given the reactants [Cl:1][C:2]1[CH:7]=[CH:6][C:5]([C:8]2[N:9]=[C:10]([CH:26]=O)[C:11]([C:21]([O:23][CH2:24][CH3:25])=[O:22])=[N:12][C:13]=2[C:14]2[CH:19]=[CH:18][C:17]([Cl:20])=[CH:16][CH:15]=2)=[CH:4][CH:3]=1.[F:28][C:29]1([F:35])[CH2:34][CH2:33][NH:32][CH2:31][CH2:30]1.C(O[BH-](OC(=O)C)OC(=O)C)(=O)C.[Na+].C([O-])(O)=O.[Na+], predict the reaction product. The product is: [Cl:1][C:2]1[CH:3]=[CH:4][C:5]([C:8]2[N:9]=[C:10]([CH2:26][N:32]3[CH2:33][CH2:34][C:29]([F:35])([F:28])[CH2:30][CH2:31]3)[C:11]([C:21]([O:23][CH2:24][CH3:25])=[O:22])=[N:12][C:13]=2[C:14]2[CH:19]=[CH:18][C:17]([Cl:20])=[CH:16][CH:15]=2)=[CH:6][CH:7]=1. (6) The product is: [CH:1]([C:4]1[CH:5]=[CH:6][C:7]([CH2:8][CH:9]2[C:16]3[CH:15]=[C:14]([C:17]([OH:19])=[O:18])[NH:13][C:12]=3[CH2:11][CH2:10]2)=[CH:21][CH:22]=1)([CH3:3])[CH3:2]. Given the reactants [CH:1]([C:4]1[CH:22]=[CH:21][C:7]([CH2:8][CH:9]2[C:16]3[CH:15]=[C:14]([C:17]([O:19]C)=[O:18])[NH:13][C:12]=3[CH2:11][CH2:10]2)=[CH:6][CH:5]=1)([CH3:3])[CH3:2].O.[OH-].[Li+], predict the reaction product. (7) The product is: [OH:1][C:2]1[CH:3]=[C:4]([CH:5]=[CH:6][C:7]=1[OH:8])/[CH:9]=[CH:10]\[CH:14]([S:15][CH:14](/[CH:10]=[CH:9]\[C:4]1[CH:5]=[CH:6][C:7]([OH:8])=[C:2]([OH:1])[CH:3]=1)[C:13]1[CH:16]=[CH:17][C:18]([O:20][CH3:21])=[CH:19][C:12]=1[Cl:11])[C:13]1[CH:16]=[CH:17][C:18]([O:20][CH3:21])=[CH:19][C:12]=1[Cl:11]. Given the reactants [OH:1][C:2]1[CH:3]=[C:4]([C:9]#[CH:10])[CH:5]=[CH:6][C:7]=1[OH:8].[Cl:11][C:12]1[CH:19]=[C:18]([O:20][CH3:21])[CH:17]=[CH:16][C:13]=1[CH2:14][SH:15].[Na], predict the reaction product. (8) Given the reactants [CH2:1]([O:8][C:9]1[C:14](=[O:15])[CH:13]=[CH:12]O[C:10]=1[CH3:16])[C:2]1[CH:7]=[CH:6][CH:5]=[CH:4][CH:3]=1.C[CH2:18][CH2:19][NH2:20].[OH-:21].[Na+].[CH3:23]O, predict the reaction product. The product is: [CH2:1]([O:8][C:9]1[C:14](=[O:15])[CH:13]=[CH:12][N:20]([CH2:19][CH2:18][O:21][CH3:23])[C:10]=1[CH3:16])[C:2]1[CH:3]=[CH:4][CH:5]=[CH:6][CH:7]=1.